The task is: Predict the product of the given reaction.. This data is from Forward reaction prediction with 1.9M reactions from USPTO patents (1976-2016). Given the reactants [CH3:1][O:2][C:3]([C:5]1[S:6][C:7]([C:10](=[O:21])[NH:11][CH:12]([C:14]2[CH:19]=[CH:18][C:17]([NH2:20])=[CH:16][CH:15]=2)[CH3:13])=[CH:8][CH:9]=1)=[O:4].[C:22]1([CH3:30])[CH:27]=[CH:26][CH:25]=[C:24]([CH:28]=O)[CH:23]=1.C([BH3-])#N.[Na+].[Cl-].[NH4+], predict the reaction product. The product is: [CH3:1][O:2][C:3]([C:5]1[S:6][C:7]([C:10](=[O:21])[NH:11][CH:12]([C:14]2[CH:15]=[CH:16][C:17]([NH:20][CH2:30][C:22]3[CH:27]=[CH:26][CH:25]=[C:24]([CH3:28])[CH:23]=3)=[CH:18][CH:19]=2)[CH3:13])=[CH:8][CH:9]=1)=[O:4].